From a dataset of Reaction yield outcomes from USPTO patents with 853,638 reactions. Predict the reaction yield, written as a fraction of the theoretical maximum amount of product (1.0 means a 100% yield; for example, 0.34 means a 34% yield). The reactants are [C:1]([O:5][C:6]([N:8]1[CH2:13][CH2:12][O:11][CH:10]([C:14]2[CH:19]=[CH:18][C:17]([N+:20]([O-])=O)=[CH:16][CH:15]=2)[CH2:9]1)=[O:7])([CH3:4])([CH3:3])[CH3:2]. The catalyst is CO.[Pd]. The product is [C:1]([O:5][C:6]([N:8]1[CH2:13][CH2:12][O:11][CH:10]([C:14]2[CH:15]=[CH:16][C:17]([NH2:20])=[CH:18][CH:19]=2)[CH2:9]1)=[O:7])([CH3:4])([CH3:2])[CH3:3]. The yield is 0.780.